This data is from Full USPTO retrosynthesis dataset with 1.9M reactions from patents (1976-2016). The task is: Predict the reactants needed to synthesize the given product. Given the product [OH:16][C@H:6]1[C@@H:5]([OH:21])[C@H:4]2[CH2:8][C@@H:7]1[C:2](=[O:1])[N:3]2[C:9]([O:11][C:12]([CH3:15])([CH3:14])[CH3:13])=[O:10], predict the reactants needed to synthesize it. The reactants are: [O:1]=[C:2]1[C@H:7]2[CH2:8][C@H:4]([CH:5]=[CH:6]2)[N:3]1[C:9]([O:11][C:12]([CH3:15])([CH3:14])[CH3:13])=[O:10].[OH2:16].C[N+]1([O-])CC[O:21]CC1.S(=O)(O)[O-].[Na+].